This data is from Catalyst prediction with 721,799 reactions and 888 catalyst types from USPTO. The task is: Predict which catalyst facilitates the given reaction. (1) Reactant: [CH:1]([C:4]1[CH:9]=[CH:8][N+:7]([O-])=[CH:6][CH:5]=1)([CH3:3])[CH3:2].C[Si]([C:15]#[N:16])(C)C.CN(C)C(Cl)=O.C([O-])([O-])=O.[K+].[K+]. Product: [CH:1]([C:4]1[CH:9]=[CH:8][N:7]=[C:6]([C:15]#[N:16])[CH:5]=1)([CH3:3])[CH3:2]. The catalyst class is: 2. (2) Reactant: C(OC(=O)[NH:7][CH2:8][CH:9]([NH:15][C:16]1[N:21]=[C:20]([C:22]2[N:26]3[CH:27]=[CH:28][N:29]=[C:30]([N:31]4[CH2:36][CH2:35][N:34]([CH3:37])[CH2:33][CH2:32]4)[C:25]3=[N:24][CH:23]=2)[CH:19]=[CH:18][N:17]=1)[C:10]1[CH:14]=[CH:13][S:12][CH:11]=1)(C)(C)C.Cl. Product: [CH3:37][N:34]1[CH2:33][CH2:32][N:31]([C:30]2[C:25]3[N:26]([C:22]([C:20]4[CH:19]=[CH:18][N:17]=[C:16]([NH:15][CH:9]([C:10]5[CH:14]=[CH:13][S:12][CH:11]=5)[CH2:8][NH2:7])[N:21]=4)=[CH:23][N:24]=3)[CH:27]=[CH:28][N:29]=2)[CH2:36][CH2:35]1. The catalyst class is: 8. (3) Reactant: [N:1]1([CH2:7][CH2:8][NH2:9])[CH2:6][CH2:5][CH2:4][CH2:3][CH2:2]1.Cl[C:11]1[N:12]=[N+:13]([O-:23])[C:14]2[C:20]([CH3:21])=[CH:19][C:18]([CH3:22])=[CH:17][C:15]=2[N:16]=1. Product: [CH3:22][C:18]1[CH:19]=[C:20]([CH3:21])[C:14]2[N+:13]([O-:23])=[N:12][C:11]([NH:9][CH2:8][CH2:7][N:1]3[CH2:6][CH2:5][CH2:4][CH2:3][CH2:2]3)=[N:16][C:15]=2[CH:17]=1. The catalyst class is: 57. (4) Reactant: C1(C)C=CC(S(O[C@H:11]2[CH2:28][CH2:27][C@@:26]3([CH3:29])[C:13](=[CH:14][CH2:15][C@@H:16]4[C@@H:25]3[CH2:24][CH2:23][C@@:21]3([CH3:22])[C@H:17]4[CH2:18][CH2:19][C:20]3=[O:30])[CH2:12]2)(=O)=O)=CC=1.[CH2:32]([OH:36])[CH2:33][CH2:34][OH:35].CC1C=CC(S(O)(=O)=O)=CC=1.C([O-])(O)=O.[Na+]. Product: [OH:35][CH2:34][CH2:33][CH2:32][O:36][C@H:11]1[CH2:28][CH2:27][C@@:26]2([CH3:29])[C:13](=[CH:14][CH2:15][C@@H:16]3[C@@H:25]2[CH2:24][CH2:23][C@@:21]2([CH3:22])[C@H:17]3[CH2:18][CH2:19][C:20]2=[O:30])[CH2:12]1. The catalyst class is: 6. (5) Reactant: Cl.[NH2:2][OH:3].[CH3:4][C:5]1([S:13]([C:16]2[CH:21]=[CH:20][CH:19]=[C:18]([C:22]([F:25])([F:24])[F:23])[CH:17]=2)(=[O:15])=[O:14])[CH2:10][CH2:9][O:8][CH:7]([C:11]#[N:12])[CH2:6]1. Product: [OH:3]/[N:2]=[C:11](/[CH:7]1[CH2:6][C:5]([CH3:4])([S:13]([C:16]2[CH:21]=[CH:20][CH:19]=[C:18]([C:22]([F:24])([F:23])[F:25])[CH:17]=2)(=[O:15])=[O:14])[CH2:10][CH2:9][O:8]1)\[NH2:12]. The catalyst class is: 12. (6) Reactant: [N:1]1[CH:6]=[CH:5][CH:4]=[CH:3][C:2]=1[CH2:7][NH:8][CH2:9][C:10]1[CH:19]=[CH:18][C:13]([C:14]([O:16][CH3:17])=[O:15])=[CH:12][N:11]=1.C(N(CC)CC)C.[C:27]([O:31][C:32](O[C:32]([O:31][C:27]([CH3:30])([CH3:29])[CH3:28])=[O:33])=[O:33])([CH3:30])([CH3:29])[CH3:28]. Product: [C:32]([N:8]([CH2:9][C:10]1[CH:19]=[CH:18][C:13]([C:14]([O:16][CH3:17])=[O:15])=[CH:12][N:11]=1)[CH2:7][C:2]1[CH:3]=[CH:4][CH:5]=[CH:6][N:1]=1)([O:31][C:27]([CH3:30])([CH3:29])[CH3:28])=[O:33]. The catalyst class is: 3. (7) Reactant: [O:1]1[C@H:12]([CH:13]2[CH2:18][CH2:17][CH2:16][CH2:15][CH2:14]2)[C@H:2]1[C:3]([O:5]C1C=CC=CC=1)=[O:4].[OH-].[Na+].O.O.P([O-])(O)(O)=O.[Na+]. Product: [O:1]1[C@H:12]([CH:13]2[CH2:14][CH2:15][CH2:16][CH2:17][CH2:18]2)[C@H:2]1[C:3]([OH:5])=[O:4]. The catalyst class is: 5. (8) Reactant: C12CC3CC(CC(C3)C1)C2.C(N(CC)CC)C.F[P-](F)(F)(F)(F)F.N1(O[P+](N(C)C)(N(C)C)N(C)C)[C:29]2[CH:30]=[CH:31][CH:32]=[CH:33][C:28]=2N=N1.[CH3:45][O:46][C:47]1[C:52]([O:53][CH3:54])=[CH:51][C:50]([CH2:55][C:56]([OH:58])=[O:57])=[C:49]([CH2:59][N:60](C2C=CC=CC=2)[C:61]([CH3:63])=[O:62])[CH:48]=1. The catalyst class is: 3. Product: [CH3:45][O:46][C:47]1[C:52]([O:53][CH3:54])=[CH:51][C:50]([CH2:55][C:56]([OH:58])=[O:57])=[C:49]([CH2:59][NH:60][C:61](=[O:62])[CH2:63][C:28]2[CH:29]=[CH:30][CH:31]=[CH:32][CH:33]=2)[CH:48]=1. (9) Reactant: [CH3:1][O:2][C:3]1[C:11]2[S:10][CH:9]=[CH:8][C:7]=2[CH:6]=[CH:5][CH:4]=1.C([Li])CCC.S([C:27]#[N:28])(C1C=CC(C)=CC=1)(=O)=O. Product: [CH3:1][O:2][C:3]1[C:11]2[S:10][C:9]([C:27]#[N:28])=[CH:8][C:7]=2[CH:6]=[CH:5][CH:4]=1. The catalyst class is: 1.